From a dataset of HIV replication inhibition screening data with 41,000+ compounds from the AIDS Antiviral Screen. Binary Classification. Given a drug SMILES string, predict its activity (active/inactive) in a high-throughput screening assay against a specified biological target. The molecule is CCOC1OC(C)(C=C(C#N)C#N)CCC1C. The result is 0 (inactive).